This data is from Full USPTO retrosynthesis dataset with 1.9M reactions from patents (1976-2016). The task is: Predict the reactants needed to synthesize the given product. (1) Given the product [Cl:19][C:20]1[C:21]([CH3:30])=[C:22]([S:26]([N:15]2[CH2:16][CH2:17][CH2:18][C@H:13]([C:11]([NH:10][C@H:7]3[CH2:6][CH2:5][C@H:4]([CH2:3][OH:2])[CH2:9][CH2:8]3)=[O:12])[CH2:14]2)(=[O:28])=[O:27])[CH:23]=[CH:24][CH:25]=1, predict the reactants needed to synthesize it. The reactants are: Cl.[OH:2][CH2:3][C@H:4]1[CH2:9][CH2:8][C@H:7]([NH:10][C:11]([C@H:13]2[CH2:18][CH2:17][CH2:16][NH:15][CH2:14]2)=[O:12])[CH2:6][CH2:5]1.[Cl:19][C:20]1[C:21]([CH3:30])=[C:22]([S:26](Cl)(=[O:28])=[O:27])[CH:23]=[CH:24][CH:25]=1.C(N(CC)CC)C. (2) Given the product [F:1][C:2]([F:11])([F:10])[C:3](=[O:9])[C:4]([OH:6])=[O:5], predict the reactants needed to synthesize it. The reactants are: [F:1][C:2]([F:11])([F:10])[C:3](=[O:9])[C:4]([O:6]CC)=[O:5].[OH-].[Na+].CO. (3) Given the product [C:1]1([S:7]([N:10]2[C:14]3=[N:15][CH:16]=[C:17]([C:19]4[CH:24]=[CH:23][C:22]([N:25]([CH3:26])[CH3:27])=[CH:21][CH:20]=4)[CH:18]=[C:13]3[C:12]([C:38]3[N:39]=[CH:40][NH:41][CH:42]=3)=[CH:11]2)(=[O:8])=[O:9])[CH:6]=[CH:5][CH:4]=[CH:3][CH:2]=1, predict the reactants needed to synthesize it. The reactants are: [C:1]1([S:7]([N:10]2[C:14]3=[N:15][CH:16]=[C:17]([C:19]4[CH:24]=[CH:23][C:22]([N:25]([CH3:27])[CH3:26])=[CH:21][CH:20]=4)[CH:18]=[C:13]3[C:12](B3OC(C)(C)C(C)(C)O3)=[CH:11]2)(=[O:9])=[O:8])[CH:6]=[CH:5][CH:4]=[CH:3][CH:2]=1.I[C:38]1[N:39]=[CH:40][NH:41][CH:42]=1.[Li+].[Cl-].C([O-])([O-])=O.[Na+].[Na+]. (4) Given the product [C:39]12([NH:44][C:32]([C:31]3[CH:35]=[C:27]([C:18]4[C:19]([O:21][CH2:22][C:23]([F:25])([F:26])[F:24])=[CH:20][C:10]5[O:9][C:8]([C:5]6[CH:6]=[CH:7][C:2]([F:1])=[CH:3][CH:4]=6)=[C:12]([C:13]([NH:14][CH3:15])=[O:16])[C:11]=5[CH:17]=4)[CH:28]=[CH:29][C:30]=3[O:36][CH3:37])=[O:34])[CH2:43][CH:41]([CH2:42]1)[CH2:40]2, predict the reactants needed to synthesize it. The reactants are: [F:1][C:2]1[CH:7]=[CH:6][C:5]([C:8]2[O:9][C:10]3[CH:20]=[C:19]([O:21][CH2:22][C:23]([F:26])([F:25])[F:24])[C:18]([C:27]4[CH:28]=[CH:29][C:30]([O:36][CH3:37])=[C:31]([CH:35]=4)[C:32]([OH:34])=O)=[CH:17][C:11]=3[C:12]=2[C:13](=[O:16])[NH:14][CH3:15])=[CH:4][CH:3]=1.Cl.[C:39]12([NH2:44])[CH2:43][CH:41]([CH2:42]1)[CH2:40]2.CCN(C(C)C)C(C)C.CN(C(ON1N=NC2C=CC=NC1=2)=[N+](C)C)C.F[P-](F)(F)(F)(F)F. (5) Given the product [CH2:1]([O:5][C:6]1[CH:7]=[CH:8][C:9]([CH2:12][C:25]([O:18][CH2:19][CH3:22])=[O:27])=[CH:10][CH:11]=1)[CH2:2][CH2:3][CH3:4], predict the reactants needed to synthesize it. The reactants are: [CH2:1]([O:5][C:6]1[CH:11]=[CH:10][C:9]([CH3:12])=[CH:8][CH:7]=1)[CH2:2][CH2:3][CH3:4].C(O[O:18][C:19]([CH3:22])(C)C)(C)(C)C.[C]=O.[CH2:25]([OH:27])C. (6) The reactants are: Br[C:2]1[CH:7]=[CH:6][C:5]([C@@H:8]([N:10]2[CH2:15][CH2:14][C@:13]([CH2:22][C:23]([OH:26])([CH3:25])[CH3:24])([C:16]3[CH:21]=[CH:20][CH:19]=[CH:18][CH:17]=3)[O:12][C:11]2=[O:27])[CH3:9])=[CH:4][CH:3]=1.Br[C:29]1[CH:34]=[N:33][CH:32]=[CH:31][N:30]=1. Given the product [OH:26][C:23]([CH3:25])([CH3:24])[CH2:22][C@@:13]1([C:16]2[CH:21]=[CH:20][CH:19]=[CH:18][CH:17]=2)[O:12][C:11](=[O:27])[N:10]([C@H:8]([C:5]2[CH:6]=[CH:7][C:2]([C:29]3[CH:34]=[N:33][CH:32]=[CH:31][N:30]=3)=[CH:3][CH:4]=2)[CH3:9])[CH2:15][CH2:14]1, predict the reactants needed to synthesize it. (7) Given the product [Cl:1][C:2]1[CH:3]=[C:4]2[C:9](=[C:10]([Cl:12])[CH:11]=1)[CH2:8][N:7]([CH3:13])[CH2:6][CH:5]2[C:14]1[CH:19]=[CH:18][C:17]([NH:20][S:21]([NH:24][CH2:25][CH2:26][P:27](=[O:28])([OH:31])[OH:34])(=[O:23])=[O:22])=[CH:16][CH:15]=1, predict the reactants needed to synthesize it. The reactants are: [Cl:1][C:2]1[CH:3]=[C:4]2[C:9](=[C:10]([Cl:12])[CH:11]=1)[CH2:8][N:7]([CH3:13])[CH2:6][CH:5]2[C:14]1[CH:19]=[CH:18][C:17]([NH:20][S:21]([NH:24][CH2:25][CH2:26][P:27](=[O:34])([O:31]CC)[O:28]CC)(=[O:23])=[O:22])=[CH:16][CH:15]=1.Br[Si](C)(C)C.[OH-].[Na+].